From a dataset of Peptide-MHC class II binding affinity with 134,281 pairs from IEDB. Regression. Given a peptide amino acid sequence and an MHC pseudo amino acid sequence, predict their binding affinity value. This is MHC class II binding data. The peptide sequence is DDMAAQPFFDPSASF. The MHC is HLA-DQA10301-DQB10302 with pseudo-sequence HLA-DQA10301-DQB10302. The binding affinity (normalized) is 0.557.